Dataset: Reaction yield outcomes from USPTO patents with 853,638 reactions. Task: Predict the reaction yield, written as a fraction of the theoretical maximum amount of product (1.0 means a 100% yield; for example, 0.34 means a 34% yield). (1) The reactants are C([O:3][C:4](=[O:17])[CH2:5][NH:6][C:7]([C:9]1[C:13]([CH3:14])=[C:12]([CH:15]=O)[NH:11][CH:10]=1)=[O:8])C.[OH-].[Na+].[CH3:20][NH:21][S:22]([C:25]1[CH:26]=[C:27]2[C:31](=[CH:32][CH:33]=1)[NH:30][C:29](=[O:34])[CH2:28]2)(=[O:24])=[O:23].N1CCCCC1. The catalyst is CO.C(O)C. The product is [CH3:14][C:13]1[C:9]([C:7]([NH:6][CH2:5][C:4]([OH:3])=[O:17])=[O:8])=[CH:10][NH:11][C:12]=1[CH:15]=[C:28]1[C:27]2[C:31](=[CH:32][CH:33]=[C:25]([S:22](=[O:23])(=[O:24])[NH:21][CH3:20])[CH:26]=2)[NH:30][C:29]1=[O:34]. The yield is 0.520. (2) The reactants are F[C:2]1[CH:3]=[CH:4][C:5]([CH:8]=[O:9])=[N:6][CH:7]=1.[F:10][CH:11]1[CH2:16][CH2:15][NH:14][CH2:13][CH2:12]1.C(=O)([O-])[O-].[K+].[K+]. The catalyst is CN(C)C=O. The product is [F:10][CH:11]1[CH2:16][CH2:15][N:14]([C:2]2[CH:3]=[CH:4][C:5]([CH:8]=[O:9])=[N:6][CH:7]=2)[CH2:13][CH2:12]1. The yield is 0.630. (3) The reactants are [N+:1]([C:4]1[CH:11]=[CH:10][CH:9]=[C:8]([N+:12]([O-])=O)[C:5]=1[C:6]#[N:7])([O-:3])=[O:2].[CH3:15]N. No catalyst specified. The product is [CH3:15][NH:12][C:8]1[CH:9]=[CH:10][CH:11]=[C:4]([N+:1]([O-:3])=[O:2])[C:5]=1[C:6]#[N:7]. The yield is 0.790. (4) The reactants are [OH:1]/[N:2]=[C:3](/[NH2:15])\[C:4]1[CH:9]=[CH:8][C:7]([O:10][C:11]([F:14])([F:13])[F:12])=[CH:6][CH:5]=1.N1C=CC=CC=1.Cl[C:23](=O)[C:24]([O:26][CH2:27][CH3:28])=[O:25]. The catalyst is C(Cl)(Cl)Cl. The product is [F:14][C:11]([F:13])([F:12])[O:10][C:7]1[CH:6]=[CH:5][C:4]([C:3]2[N:15]=[C:23]([C:24]([O:26][CH2:27][CH3:28])=[O:25])[O:1][N:2]=2)=[CH:9][CH:8]=1. The yield is 0.820. (5) The reactants are C[O:2][C:3]([C:5]1[C:20]([NH:21][C:22]2[CH:27]=[CH:26][C:25]([Br:28])=[CH:24][C:23]=2[Cl:29])=[C:19]([F:30])[C:8]2[N:9]=[CH:10][N:11]([CH2:12][CH:13]3[CH2:18][CH2:17][CH2:16][CH2:15][O:14]3)[C:7]=2[CH:6]=1)=[O:4].O1CCCC1.O.[Li+].[OH-]. The catalyst is O.Cl.C(OCC)(=O)C.O1CCCC1. The product is [Br:28][C:25]1[CH:26]=[CH:27][C:22]([NH:21][C:20]2[C:5]([C:3]([OH:4])=[O:2])=[CH:6][C:7]3[N:11]([CH2:12][CH:13]4[CH2:18][CH2:17][CH2:16][CH2:15][O:14]4)[CH:10]=[N:9][C:8]=3[C:19]=2[F:30])=[C:23]([Cl:29])[CH:24]=1. The yield is 1.00. (6) The reactants are [Cl-].[Al+3].[Cl-].[Cl-].[C:5](Cl)(=[O:7])[CH3:6].[C:9]1([S:15]([O:18][C:19]2[CH:27]=[CH:26][C:22]3[S:23][CH:24]=[CH:25][C:21]=3[CH:20]=2)(=[O:17])=[O:16])[CH:14]=[CH:13][CH:12]=[CH:11][CH:10]=1. The catalyst is ClCCl. The product is [C:5]([C:25]1[C:21]2[CH:20]=[C:19]([O:18][S:15]([C:9]3[CH:14]=[CH:13][CH:12]=[CH:11][CH:10]=3)(=[O:16])=[O:17])[CH:27]=[CH:26][C:22]=2[S:23][CH:24]=1)(=[O:7])[CH3:6]. The yield is 0.844. (7) The reactants are Cl[C:2]1[CH:3]=[C:4]([F:9])[C:5]([F:8])=[N:6][CH:7]=1.[CH3:10][C:11]1[CH:15]=[C:14]([Sn](CCCC)(CCCC)CCCC)[O:13][N:12]=1.CC(C1C=C(C(C)C)C(C2C=CC=CC=2P(C2CCCCC2)C2CCCCC2)=C(C(C)C)C=1)C.O1CCOCC1. No catalyst specified. The product is [F:8][C:5]1[C:4]([F:9])=[CH:3][C:2]([C:14]2[O:13][N:12]=[C:11]([CH3:10])[CH:15]=2)=[CH:7][N:6]=1. The yield is 0.553. (8) The reactants are Cl.Cl[C:3]1[N:4]=[CH:5][C:6]2[N:12]([CH3:13])[C:11](=[O:14])[C:10]([CH3:16])([CH3:15])[CH2:9][N:8]([C@@H:17]3[CH2:21][CH2:20][C:19]([F:23])([F:22])[CH2:18]3)[C:7]=2[N:24]=1.[NH2:25][C:26]1[CH:37]=[CH:36][C:29]([C:30]([NH:32][CH:33]2[CH2:35][CH2:34]2)=[O:31])=[CH:28][C:27]=1[O:38][CH3:39]. The catalyst is C(O)C.O. The product is [CH:33]1([NH:32][C:30](=[O:31])[C:29]2[CH:36]=[CH:37][C:26]([NH:25][C:3]3[N:4]=[CH:5][C:6]4[N:12]([CH3:13])[C:11](=[O:14])[C:10]([CH3:15])([CH3:16])[CH2:9][N:8]([C@@H:17]5[CH2:21][CH2:20][C:19]([F:22])([F:23])[CH2:18]5)[C:7]=4[N:24]=3)=[C:27]([O:38][CH3:39])[CH:28]=2)[CH2:34][CH2:35]1. The yield is 0.560.